From a dataset of Forward reaction prediction with 1.9M reactions from USPTO patents (1976-2016). Predict the product of the given reaction. Given the reactants [CH:1]([N:4]1[CH2:12][C:11]2[C:10]([NH:13][CH2:14][C:15]3[N:16]=[CH:17][C:18]4[C:23]([CH:24]=3)=[CH:22][CH:21]=[CH:20][CH:19]=4)=[N:9][C:8]([N:25]3[CH2:30][CH2:29][N:28]([C:31](OC(C)(C)C)=[O:32])[C@@H:27]([CH3:38])[CH2:26]3)=[N:7][C:6]=2[C:5]1=[O:39])([CH3:3])[CH3:2].F[C:41](F)(F)[C:42]([OH:44])=O.[CH3:47]CN(C(C)C)C(C)C.C(Cl)(=O)C, predict the reaction product. The product is: [C:31]([N:28]1[CH2:29][CH2:30][N:25]([C:8]2[N:9]=[C:10]([N:13]([CH2:14][C:15]3[N:16]=[CH:17][C:18]4[C:23]([CH:24]=3)=[CH:22][CH:21]=[CH:20][CH:19]=4)[C:42](=[O:44])[CH3:41])[C:11]3[CH2:12][N:4]([CH:1]([CH3:3])[CH3:2])[C:5](=[O:39])[C:6]=3[N:7]=2)[CH2:26][C@@H:27]1[CH3:38])(=[O:32])[CH3:47].